Task: Predict the reactants needed to synthesize the given product.. Dataset: Full USPTO retrosynthesis dataset with 1.9M reactions from patents (1976-2016) (1) The reactants are: [CH2:1]([NH2:4])[CH2:2][NH2:3].C(N(CC)CC)C.[F:12][C:13]1[C:18]([C:19](Cl)=[O:20])=[C:17]([F:22])[C:16]([F:23])=[C:15]([F:24])[C:14]=1[F:25].CC[O:28]CC. Given the product [F:12][C:13]1[C:18]([C:19]([OH:28])=[O:20])=[C:17]([F:22])[C:16]([F:23])=[C:15]([F:24])[C:14]=1[F:25].[F:12][C:13]1[C:18]([C:19]([OH:28])=[O:20])=[C:17]([F:22])[C:16]([F:23])=[C:15]([F:24])[C:14]=1[F:25].[CH2:1]([NH2:4])[CH2:2][NH2:3], predict the reactants needed to synthesize it. (2) Given the product [CH3:24][N:25]([CH3:26])[CH:9]1[CH2:10][CH2:11][CH2:12][CH:8]1[NH:7][C:5](=[O:6])[C:4]1[C:14]([S:22][CH3:23])=[CH:15][C:16]([C:18]([F:21])([F:20])[F:19])=[CH:17][C:3]=1[O:2][CH3:1], predict the reactants needed to synthesize it. The reactants are: [CH3:1][O:2][C:3]1[CH:17]=[C:16]([C:18]([F:21])([F:20])[F:19])[CH:15]=[C:14]([S:22][CH3:23])[C:4]=1[C:5]([NH:7][CH:8]1[CH2:12][CH2:11][CH2:10][C:9]1=O)=[O:6].[CH3:24][NH:25][CH3:26]. (3) The reactants are: Cl.[NH2:2][C@H:3]([C:6]([OH:8])=[O:7])[CH2:4][SH:5].C([O-])(=O)C.[K+].CO.[O:16]1[CH:20]=[CH:19][N:18]=[C:17]1[CH:21]=O. Given the product [O:16]1[CH:20]=[CH:19][N:18]=[C:17]1[C@@H:21]1[NH:2][CH:3]([C:6]([OH:8])=[O:7])[CH2:4][S:5]1, predict the reactants needed to synthesize it. (4) Given the product [C:76]([S:73]([NH:72][C@H:69]1[CH2:68][CH2:67][C@H:66]([C:64]2[NH:63][C:54]3[CH:55]=[C:56]([C:59]([F:61])([F:62])[F:60])[CH:57]=[CH:58][C:53]=3[N:52]=2)[CH2:71][CH2:70]1)(=[O:75])=[O:74])([CH3:79])([CH3:78])[CH3:77], predict the reactants needed to synthesize it. The reactants are: Cl.CN(C)CCCN=C=NCC.ON1C2C=CC=CC=2N=N1.C(S(NC1CCC(C(O)=O)CC1)(=O)=O)(C)(C)C.FC(F)(F)C1C=CC(N)=C(N)C=1.[NH2:52][C:53]1[CH:58]=[CH:57][C:56]([C:59]([F:62])([F:61])[F:60])=[CH:55][C:54]=1[NH:63][C:64]([C@H:66]1[CH2:71][CH2:70][C@H:69]([NH:72][S:73]([C:76]([CH3:79])([CH3:78])[CH3:77])(=[O:75])=[O:74])[CH2:68][CH2:67]1)=O.P(Cl)(Cl)(Cl)=O. (5) Given the product [C:2]1([O:1][CH2:8][CH2:9][N:10]2[C:11]3[C:20]4[N:19]=[CH:18][CH:17]=[CH:16][C:15]=4[N:14]=[CH:13][C:12]=3[N:21]=[C:22]2[CH2:23][CH2:24][CH2:25][CH3:26])[CH:7]=[CH:6][CH:5]=[CH:4][CH:3]=1, predict the reactants needed to synthesize it. The reactants are: [O:1]([CH2:8][CH2:9][NH:10][C:11]1[C:20]2[C:15](=[CH:16][CH:17]=[CH:18][N:19]=2)[N:14]=[CH:13][C:12]=1[NH2:21])[C:2]1[CH:7]=[CH:6][CH:5]=[CH:4][CH:3]=1.[C:22](Cl)(=O)[CH2:23][CH2:24][CH2:25][CH3:26]. (6) Given the product [CH3:18][O:17][C:14]1[CH:15]=[CH:16][C:9]2[O:8][C:7]([CH:2]([NH:19][C:20]3[CH:21]=[CH:22][C:23]([C:26]([N:28]([CH3:36])[CH2:29][CH2:30][C:31]([O:33][CH2:34][CH3:35])=[O:32])=[O:27])=[CH:24][CH:25]=3)[CH2:3][CH:4]([CH3:6])[CH3:5])=[C:11]([CH3:12])[C:10]=2[CH:13]=1, predict the reactants needed to synthesize it. The reactants are: Cl[CH:2]([C:7]1[O:8][C:9]2[CH:16]=[CH:15][C:14]([O:17][CH3:18])=[CH:13][C:10]=2[C:11]=1[CH3:12])[CH2:3][CH:4]([CH3:6])[CH3:5].[NH2:19][C:20]1[CH:25]=[CH:24][C:23]([C:26]([N:28]([CH3:36])[CH2:29][CH2:30][C:31]([O:33][CH2:34][CH3:35])=[O:32])=[O:27])=[CH:22][CH:21]=1.[I-].[Na+].C(=O)([O-])[O-].[Na+].[Na+].Cl. (7) Given the product [F:1][C:2]1[CH:3]=[C:4]([OH:22])[CH:5]=[C:6]2[C:11]=1[N:10]=[C:9]([C:12]1[CH:21]=[CH:20][C:15]([C:16]([OH:18])=[O:17])=[CH:14][CH:13]=1)[CH:8]=[CH:7]2, predict the reactants needed to synthesize it. The reactants are: [F:1][C:2]1[CH:3]=[C:4]([OH:22])[CH:5]=[C:6]2[C:11]=1[N:10]=[C:9]([C:12]1[CH:21]=[CH:20][C:15]([C:16]([O:18]C)=[O:17])=[CH:14][CH:13]=1)[CH:8]=[CH:7]2.C(OC1C=C2C(=C(F)C=1)N=C(C1C=CC(C(OC)=O)=CC=1)C=C2)(=O)C.[OH-].[Na+]. (8) Given the product [Si:27]([O:15][CH2:14][C:13]([C:4]1[CH:3]=[C:2]([NH2:1])[N:6]([C:7]2[CH:12]=[CH:11][CH:10]=[CH:9][CH:8]=2)[N:5]=1)([CH3:17])[CH3:16])([C:24]([CH3:26])([CH3:25])[CH3:23])([CH3:29])[CH3:28], predict the reactants needed to synthesize it. The reactants are: [NH2:1][C:2]1[N:6]([C:7]2[CH:12]=[CH:11][CH:10]=[CH:9][CH:8]=2)[N:5]=[C:4]([C:13]([CH3:17])([CH3:16])[CH2:14][OH:15])[CH:3]=1.N1C=CN=C1.[CH3:23][C:24]([Si:27](Cl)([CH3:29])[CH3:28])([CH3:26])[CH3:25].